Task: Predict which catalyst facilitates the given reaction.. Dataset: Catalyst prediction with 721,799 reactions and 888 catalyst types from USPTO (1) Reactant: Cl.C(N=C=NCCCN(C)C)C.[C:13]([N:20]1[CH2:27][CH2:26][CH2:25][C@@H:21]1C(O)=O)([O:15][C:16]([CH3:19])([CH3:18])[CH3:17])=[O:14].ClC1C=C(C=CC=1Cl)CN1CCNCC1. Product: [C:16]([O:15][C:13]([N:20]1[CH2:27][CH2:26][CH2:25][CH2:21]1)=[O:14])([CH3:19])([CH3:17])[CH3:18]. The catalyst class is: 2. (2) Reactant: [CH3:1][C:2]1([CH3:9])[C@H:7]([OH:8])[C:5](=[O:6])[O:4][CH2:3]1. Product: [CH3:1][C:2]1([CH3:9])[CH:7]([OH:8])[C:5](=[O:6])[O:4][CH2:3]1. The catalyst class is: 14. (3) Reactant: [NH2:1][C:2]([C:4]1([CH3:17])[CH2:9][CH2:8][N:7](C(OC(C)(C)C)=O)[CH2:6][CH2:5]1)=[O:3].O.C1(C)C=CC(S(O)(=O)=O)=CC=1.CC1C=CC(S(O)(=O)=O)=CC=1. Product: [CH3:17][C:4]1([C:2]([NH2:1])=[O:3])[CH2:9][CH2:8][NH:7][CH2:6][CH2:5]1. The catalyst class is: 32. (4) Reactant: O[NH:2][C:3](=[NH:29])[C:4]1[CH:9]=[CH:8][C:7]([CH:10]2[CH2:15][CH2:14][CH2:13][CH:12]([NH:16][C@@H:17]([C:19]3[C:28]4[C:23](=[CH:24][CH:25]=[CH:26][CH:27]=4)[CH:22]=[CH:21][CH:20]=3)[CH3:18])[CH2:11]2)=[CH:6][CH:5]=1.O.O.Cl[Sn]Cl. Product: [C:19]1([C@H:17]([NH:16][CH:12]2[CH2:13][CH2:14][CH2:15][CH:10]([C:7]3[CH:8]=[CH:9][C:4]([C:3]([NH2:29])=[NH:2])=[CH:5][CH:6]=3)[CH2:11]2)[CH3:18])[C:28]2[C:23](=[CH:24][CH:25]=[CH:26][CH:27]=2)[CH:22]=[CH:21][CH:20]=1. The catalyst class is: 25. (5) Reactant: [N+:1]([C:4]1[CH:9]=[CH:8][C:7]([CH2:10][C:11]([OH:13])=O)=[CH:6][CH:5]=1)([O-:3])=[O:2].[N:14]1[CH:19]=[CH:18][CH:17]=[CH:16][C:15]=1[NH2:20].O.ON1C2C=CC=CC=2N=N1.Cl.CN(C)CCCN=C=NCC. Product: [N+:1]([C:4]1[CH:5]=[CH:6][C:7]([CH2:10][C:11]([NH:20][C:15]2[CH:16]=[CH:17][CH:18]=[CH:19][N:14]=2)=[O:13])=[CH:8][CH:9]=1)([O-:3])=[O:2]. The catalyst class is: 255. (6) Reactant: [CH:1]1([NH2:5])[CH2:4][CH2:3][CH2:2]1.C(O)(=O)C.C([BH3-])#N.[Na+].[CH2:14]([O:16][C:17](=[O:27])[C:18]([CH:25]=O)([CH3:24])[CH2:19][CH2:20][CH:21]([CH3:23])[CH3:22])[CH3:15]. Product: [CH2:14]([O:16][C:17](=[O:27])[C:18]([CH2:24][NH:5][CH:1]1[CH2:4][CH2:3][CH2:2]1)([CH3:25])[CH2:19][CH2:20][CH:21]([CH3:22])[CH3:23])[CH3:15]. The catalyst class is: 8. (7) Reactant: CC(C[AlH]CC(C)C)C.[CH3:10][O:11][C:12]1[C:16]([C:17](OCC)=[O:18])=[CH:15][N:14]([C:22]2[CH:27]=[N:26][C:25]([C:28]([F:31])([F:30])[F:29])=[CH:24][N:23]=2)[N:13]=1. Product: [CH3:10][O:11][C:12]1[C:16]([CH2:17][OH:18])=[CH:15][N:14]([C:22]2[CH:27]=[N:26][C:25]([C:28]([F:31])([F:29])[F:30])=[CH:24][N:23]=2)[N:13]=1. The catalyst class is: 4.